Dataset: Catalyst prediction with 721,799 reactions and 888 catalyst types from USPTO. Task: Predict which catalyst facilitates the given reaction. (1) Reactant: [CH3:1][O:2][C:3]1[CH:4]=[C:5]2[C:10](=[CH:11][C:12]=1[O:13][CH3:14])[N:9]=[CH:8][CH:7]=[C:6]2[O:15][C:16]1[C:22]([CH3:23])=[CH:21][C:19]([NH2:20])=[C:18]([CH3:24])[CH:17]=1.C1(C)C=CC=CC=1.C(N(CC)CC)C.Cl[C:40](Cl)([O:42][C:43](=[O:49])OC(Cl)(Cl)Cl)Cl.[F:51][C:52]([F:63])([F:62])[C:53]1[CH:54]=[C:55]([CH:59]=[CH:60][CH:61]=1)[CH2:56]CO. Product: [CH3:1][O:2][C:3]1[CH:4]=[C:5]2[C:10](=[CH:11][C:12]=1[O:13][CH3:14])[N:9]=[CH:8][CH:7]=[C:6]2[O:15][C:16]1[C:22]([CH3:23])=[CH:21][C:19]([NH:20][C:43](=[O:49])[O:42][CH2:40][CH2:56][C:55]2[CH:59]=[CH:60][CH:61]=[C:53]([C:52]([F:51])([F:62])[F:63])[CH:54]=2)=[C:18]([CH3:24])[CH:17]=1. The catalyst class is: 2. (2) Product: [CH2:1]([NH:8][C:9]([N:11]1[C@H:16]2[CH2:17][N:18]([CH2:31][C:32]3[CH:37]=[CH:36][CH:35]=[C:34]([N:50]4[CH2:53][CH:52]([N:54]5[CH2:59][CH2:58][N:57]([CH3:60])[C@H:56]([CH3:61])[CH2:55]5)[CH2:51]4)[N:33]=3)[C:19](=[O:30])[C@H:20]([CH2:21][C:22]3[CH:27]=[CH:26][C:25]([OH:28])=[CH:24][C:23]=3[F:29])[N:15]2[C:14](=[O:39])[CH2:13][N:12]1[CH2:40][CH:41]=[CH2:42])=[O:10])[C:2]1[CH:7]=[CH:6][CH:5]=[CH:4][CH:3]=1. The catalyst class is: 6. Reactant: [CH2:1]([NH:8][C:9]([N:11]1[C@H:16]2[CH2:17][N:18]([CH2:31][C:32]3[CH:37]=[CH:36][CH:35]=[C:34](F)[N:33]=3)[C:19](=[O:30])[C@H:20]([CH2:21][C:22]3[CH:27]=[CH:26][C:25]([OH:28])=[CH:24][C:23]=3[F:29])[N:15]2[C:14](=[O:39])[CH2:13][N:12]1[CH2:40][CH:41]=[CH2:42])=[O:10])[C:2]1[CH:7]=[CH:6][CH:5]=[CH:4][CH:3]=1.CN1C(=O)CCC1.[NH:50]1[CH2:53][CH:52]([N:54]2[CH2:59][CH2:58][N:57]([CH3:60])[C@H:56]([CH3:61])[CH2:55]2)[CH2:51]1.C(C1C=CC=CC=1)C1C=CC=CC=1. (3) Product: [OH:7][CH2:8][C:9]([CH3:39])([CH3:38])[CH2:10][C:11]1[CH:12]=[C:13]([C:17]2([C:23]3[CH:24]=[C:25]([CH2:29][C:30]([CH3:32])([CH3:31])[CH2:33][OH:34])[CH:26]=[CH:27][CH:28]=3)[S:18][CH2:19][CH2:20][CH2:21][S:22]2)[CH:14]=[CH:15][CH:16]=1. The catalyst class is: 2. Reactant: [Li+].[BH4-].CO.C([O:7][C:8](=O)[C:9]([CH3:39])([CH3:38])[CH2:10][C:11]1[CH:16]=[CH:15][CH:14]=[C:13]([C:17]2([C:23]3[CH:28]=[CH:27][CH:26]=[C:25]([CH2:29][C:30]([C:33](OCC)=[O:34])([CH3:32])[CH3:31])[CH:24]=3)[S:22][CH2:21][CH2:20][CH2:19][S:18]2)[CH:12]=1)C.[NH4+].[Cl-]. (4) Reactant: NC1N=CC([C:8]2[C:9]([CH:26]=[O:27])=[N:10][N:11]([CH:13]3[CH2:18][CH2:17][N:16]([C:19]([O:21][C:22]([CH3:25])([CH3:24])[CH3:23])=[O:20])[CH2:15][CH2:14]3)[CH:12]=2)=CC=1C1OC2C=CC=CC=2N=1.[Br:37]C1C=NNC=1C=O.C(=O)([O-])[O-].[K+].[K+].CS(OC1CCN(C(OC(C)(C)C)=O)CC1)(=O)=O. Product: [Br:37][C:8]1[C:9]([CH:26]=[O:27])=[N:10][N:11]([CH:13]2[CH2:18][CH2:17][N:16]([C:19]([O:21][C:22]([CH3:25])([CH3:24])[CH3:23])=[O:20])[CH2:15][CH2:14]2)[CH:12]=1. The catalyst class is: 10.